From a dataset of Forward reaction prediction with 1.9M reactions from USPTO patents (1976-2016). Predict the product of the given reaction. Given the reactants [C:1]([C:3]1[CH:4]=[CH:5][C:6]([F:11])=[C:7]([CH:10]=1)[CH2:8]Br)#[N:2].[CH3:12][NH:13][CH2:14][CH2:15][C:16]([O:18][C:19]([CH3:22])([CH3:21])[CH3:20])=[O:17].C(=O)([O-])[O-].[K+].[K+], predict the reaction product. The product is: [C:1]([C:3]1[CH:4]=[CH:5][C:6]([F:11])=[C:7]([CH:10]=1)[CH2:8][N:13]([CH3:12])[CH2:14][CH2:15][C:16]([O:18][C:19]([CH3:21])([CH3:20])[CH3:22])=[O:17])#[N:2].